Dataset: Forward reaction prediction with 1.9M reactions from USPTO patents (1976-2016). Task: Predict the product of the given reaction. (1) The product is: [F:12][C:9]1([F:13])[CH2:8][CH2:7][CH:6]([C:4]([OH:5])=[O:3])[CH2:11][CH2:10]1. Given the reactants C([O:3][C:4]([CH:6]1[CH2:11][CH2:10][C:9]([F:13])([F:12])[CH2:8][CH2:7]1)=[O:5])C.[OH-].[Na+].Cl, predict the reaction product. (2) Given the reactants [SH:1][C:2]1[CH:7]=[CH:6][C:5]([B:8]([OH:10])[OH:9])=[CH:4][CH:3]=1.Br[CH2:12][CH2:13][CH2:14][O:15][CH3:16].C([O-])([O-])=O.[K+].[K+].N[C@H](C(O)=O)CC1C=C2C(C=CC=C2)=CC=1.Cl, predict the reaction product. The product is: [CH3:16][O:15][CH2:14][CH2:13][CH2:12][S:1][C:2]1[CH:7]=[CH:6][C:5]([B:8]([OH:10])[OH:9])=[CH:4][CH:3]=1. (3) Given the reactants [OH:1][CH2:2][CH2:3][CH2:4][C:5]1[CH:6]=[C:7]([CH:11]=[C:12]([O:16][CH3:17])[C:13]=1[O:14][CH3:15])[C:8]([OH:10])=[O:9].[CH2:18](Br)[CH3:19], predict the reaction product. The product is: [CH2:18]([O:1][CH2:2][CH2:3][CH2:4][C:5]1[CH:6]=[C:7]([CH:11]=[C:12]([O:16][CH3:17])[C:13]=1[O:14][CH3:15])[C:8]([OH:10])=[O:9])[CH3:19]. (4) Given the reactants C(OC([NH:8][C@@H:9]([CH2:42][C:43]1[CH:48]=[CH:47][CH:46]=[CH:45][CH:44]=1)[CH2:10][C@@H:11]1[O:15]C(C)(C)[N:13]([C:18]([O:20][CH2:21][C:22]2[CH:27]=[CH:26][CH:25]=[CH:24][CH:23]=2)=[O:19])[C@H:12]1[CH2:28][C:29]1[CH:34]=[CH:33][C:32]([C:35]2[CH:40]=[C:39]([CH3:41])[CH:38]=[CH:37][N:36]=2)=[CH:31][CH:30]=1)=O)(C)(C)C.CO.Cl, predict the reaction product. The product is: [NH2:8][C@@H:9]([CH2:42][C:43]1[CH:44]=[CH:45][CH:46]=[CH:47][CH:48]=1)[CH2:10][C@H:11]([OH:15])[C@@H:12]([NH:13][C:18](=[O:19])[O:20][CH2:21][C:22]1[CH:23]=[CH:24][CH:25]=[CH:26][CH:27]=1)[CH2:28][C:29]1[CH:30]=[CH:31][C:32]([C:35]2[CH:40]=[C:39]([CH3:41])[CH:38]=[CH:37][N:36]=2)=[CH:33][CH:34]=1. (5) Given the reactants FC1C=C(OC2C=CC(OC)=CC=2)C=C(F)C=1C(OCC)C(O)=O.Cl.Cl.[CH2:27]([O:34][C:35](=[O:47])[NH:36]C(C1C=CC(CN)=CC=1)=N)[C:28]1[CH:33]=[CH:32][CH:31]=[CH:30][CH:29]=1.ON1C2C=CC=CC=2N=N1.Cl.CN(C)CCCN=C=NCC, predict the reaction product. The product is: [CH2:27]([O:34][C:35](=[O:47])[NH2:36])[C:28]1[CH:33]=[CH:32][CH:31]=[CH:30][CH:29]=1. (6) Given the reactants [O:1]=[C:2]1[NH:11]C2C(C(O)=O)=CC=CC=2N2C=[CH:16][CH:17]=[C:3]12.[Cl-].[NH4+].[CH3:20][CH2:21][N:22]=[C:23]=[N:24][CH2:25][CH2:26][CH2:27][N:28]([CH3:30])C.Cl.C1C=CC2N(O)N=NC=2C=1.CCN(C(C)C)C(C)C, predict the reaction product. The product is: [CH:23]1[N:22]2[C:21]3[CH:20]=[CH:16][CH:17]=[C:3]([C:2]([NH2:11])=[O:1])[C:30]=3[N:28]=[CH:27][C:26]2=[CH:25][N:24]=1. (7) Given the reactants [NH2:1][CH2:2][CH:3]([C:5]1[CH:10]=[CH:9][C:8]([O:11][CH2:12][C:13]2[CH:18]=[CH:17][CH:16]=[CH:15][CH:14]=2)=[CH:7][CH:6]=1)[OH:4].CCN(CC)CC.C(Cl)Cl.[Cl:29][CH2:30][C:31](Cl)=[O:32], predict the reaction product. The product is: [CH2:12]([O:11][C:8]1[CH:9]=[CH:10][C:5]([CH:3]([OH:4])[CH2:2][NH:1][C:31](=[O:32])[CH2:30][Cl:29])=[CH:6][CH:7]=1)[C:13]1[CH:18]=[CH:17][CH:16]=[CH:15][CH:14]=1.